From a dataset of Full USPTO retrosynthesis dataset with 1.9M reactions from patents (1976-2016). Predict the reactants needed to synthesize the given product. (1) Given the product [Cl:5][CH2:1][C:2]([O:4][C:18]1[CH:19]=[C:14]([CH:13]=[CH:12][C:6]2[CH:7]=[CH:8][CH:9]=[CH:10][CH:11]=2)[CH:15]=[C:16]([O:24][C:2](=[O:3])[CH2:1][Cl:5])[C:17]=1[CH2:21][CH2:22][CH3:23])=[O:3], predict the reactants needed to synthesize it. The reactants are: [CH2:1]([Cl:5])[C:2]([OH:4])=[O:3].[C:6]1([CH:12]=[CH:13][C:14]2[CH:15]=[C:16]([OH:24])[C:17]([CH2:21][CH2:22][CH3:23])=[C:18](O)[CH:19]=2)[CH:11]=[CH:10][CH:9]=[CH:8][CH:7]=1. (2) Given the product [C:22]([NH:1][CH:2]([CH2:6][C:7]1[C:15]2[C:10](=[CH:11][CH:12]=[CH:13][CH:14]=2)[N:9]([CH3:16])[CH:8]=1)[C:3]([OH:5])=[O:4])([O:24][CH2:25][CH:26]1[C:27]2[C:32](=[CH:31][CH:30]=[CH:29][CH:28]=2)[C:33]2[C:38]1=[CH:37][CH:36]=[CH:35][CH:34]=2)=[O:23], predict the reactants needed to synthesize it. The reactants are: [NH2:1][CH:2]([CH2:6][C:7]1[C:15]2[C:10](=[CH:11][CH:12]=[CH:13][CH:14]=2)[N:9]([CH3:16])[CH:8]=1)[C:3]([OH:5])=[O:4].C([O-])(O)=O.[Na+].[C:22](ON1C(=O)CCC1=O)([O:24][CH2:25][CH:26]1[C:38]2[C:33](=[CH:34][CH:35]=[CH:36][CH:37]=2)[C:32]2[C:27]1=[CH:28][CH:29]=[CH:30][CH:31]=2)=[O:23]. (3) Given the product [C:15]1([C:5]2[N:6]([CH2:7][O:8][CH2:9][CH2:10][Si:11]([CH3:14])([CH3:13])[CH3:12])[C:2]([C:33]3[CH:34]=[C:29]([NH2:28])[CH:30]=[CH:31][CH:32]=3)=[C:3]([C:21]3[CH:26]=[CH:25][N:24]=[CH:23][CH:22]=3)[N:4]=2)[CH:20]=[CH:19][CH:18]=[CH:17][CH:16]=1, predict the reactants needed to synthesize it. The reactants are: Br[C:2]1[N:6]([CH2:7][O:8][CH2:9][CH2:10][Si:11]([CH3:14])([CH3:13])[CH3:12])[C:5]([C:15]2[CH:20]=[CH:19][CH:18]=[CH:17][CH:16]=2)=[N:4][C:3]=1[C:21]1[CH:26]=[CH:25][N:24]=[CH:23][CH:22]=1.Cl.[NH2:28][C:29]1[CH:30]=[C:31](B(O)O)[CH:32]=[CH:33][CH:34]=1.C(OCC)(=O)C. (4) Given the product [C:37]([C:32]1[CH:33]=[C:34]2[C:29](=[C:30]([F:41])[CH:31]=1)[C:28](=[O:42])[N:27]([C:7]1[C:6]([CH2:5][OH:4])=[C:11]([C:12]3[CH:17]=[C:16]([NH:18][C:19]4[CH:23]=[C:22]([CH3:24])[O:21][N:20]=4)[C:15](=[O:25])[N:14]([CH3:26])[CH:13]=3)[CH:10]=[CH:9][N:8]=1)[N:36]=[CH:35]2)([CH3:40])([CH3:38])[CH3:39], predict the reactants needed to synthesize it. The reactants are: C([O:4][CH2:5][C:6]1[C:7]([N:27]2[N:36]=[CH:35][C:34]3[C:29](=[C:30]([F:41])[CH:31]=[C:32]([C:37]([CH3:40])([CH3:39])[CH3:38])[CH:33]=3)[C:28]2=[O:42])=[N:8][CH:9]=[CH:10][C:11]=1[C:12]1[CH:17]=[C:16]([NH:18][C:19]2[CH:23]=[C:22]([CH3:24])[O:21][N:20]=2)[C:15](=[O:25])[N:14]([CH3:26])[CH:13]=1)(=O)C.O.[OH-].[Li+]. (5) The reactants are: C([O-])([O-])=O.[K+].[K+].[CH2:7]([SH:9])[CH3:8].[CH2:10]([O:12][C:13]([C:15]1[C:16](Cl)=[N:17][C:18]2[C:23]([C:24]=1[CH3:25])=[CH:22][CH:21]=[C:20]([C:26]([CH3:29])([CH3:28])[CH3:27])[CH:19]=2)=[O:14])[CH3:11].CCCCCC. Given the product [CH2:10]([O:12][C:13]([C:15]1[C:16]([S:9][CH2:7][CH3:8])=[N:17][C:18]2[C:23]([C:24]=1[CH3:25])=[CH:22][CH:21]=[C:20]([C:26]([CH3:29])([CH3:28])[CH3:27])[CH:19]=2)=[O:14])[CH3:11], predict the reactants needed to synthesize it.